This data is from Forward reaction prediction with 1.9M reactions from USPTO patents (1976-2016). The task is: Predict the product of the given reaction. (1) Given the reactants [Br:1][C:2]1[CH:3]=[C:4]2[C:9](=[CH:10][CH:11]=1)[N:8]=[C:7]([Cl:12])[C:6]([CH2:13]O)=[C:5]2[Cl:15].S(Cl)([Cl:18])=O, predict the reaction product. The product is: [Br:1][C:2]1[CH:3]=[C:4]2[C:9](=[CH:10][CH:11]=1)[N:8]=[C:7]([Cl:12])[C:6]([CH2:13][Cl:18])=[C:5]2[Cl:15]. (2) Given the reactants [CH2:1]([N:8]([C:47](=[O:51])[C:48]([OH:50])=[O:49])[CH2:9][CH:10]([CH:41]1[CH2:46][CH2:45][CH2:44][CH2:43][CH2:42]1)[C:11]1[CH:16]=[CH:15][C:14](/[CH:17]=[CH:18]/[C:19]([NH:21][C:22]2[CH:27]=[C:26]([C:28]3[CH:33]=[CH:32][CH:31]=[CH:30][CH:29]=3)[C:25]([OH:34])=[C:24]([C:35]3[CH:40]=[CH:39][CH:38]=[CH:37][CH:36]=3)[CH:23]=2)=[O:20])=[CH:13][CH:12]=1)[C:2]1[CH:7]=[CH:6][CH:5]=[CH:4][CH:3]=1, predict the reaction product. The product is: [CH2:1]([N:8]([C:47](=[O:51])[C:48]([OH:50])=[O:49])[CH2:9][CH:10]([CH:41]1[CH2:46][CH2:45][CH2:44][CH2:43][CH2:42]1)[C:11]1[CH:12]=[CH:13][C:14]([CH2:17][CH2:18][C:19]([NH:21][C:22]2[CH:23]=[C:24]([C:35]3[CH:40]=[CH:39][CH:38]=[CH:37][CH:36]=3)[C:25]([OH:34])=[C:26]([C:28]3[CH:33]=[CH:32][CH:31]=[CH:30][CH:29]=3)[CH:27]=2)=[O:20])=[CH:15][CH:16]=1)[C:2]1[CH:7]=[CH:6][CH:5]=[CH:4][CH:3]=1. (3) Given the reactants C([O:5][C@@H](C1C(C2C=CC(Cl)=CC=2)=C2C(=CC=1C)N=C(CN(C)C)C=C2)C(O)=O)(C)(C)C.[C:32]([O:36][C@@H:37]([C:43]1[C:44]([C:56]2[CH:61]=[CH:60][C:59]([Cl:62])=[CH:58][CH:57]=2)=[C:45]2[C:50](=[CH:51][C:52]=1[CH3:53])[N:49]=[C:48]([CH2:54][OH:55])[CH:47]=[CH:46]2)[C:38]([O:40][CH2:41][CH3:42])=[O:39])([CH3:35])([CH3:34])[CH3:33], predict the reaction product. The product is: [C:32]([O:36][C@@H:37]([C:43]1[C:44]([C:56]2[CH:61]=[CH:60][C:59]([Cl:62])=[CH:58][CH:57]=2)=[C:45]2[C:50](=[CH:51][C:52]=1[CH3:53])[N:49]=[C:48]([C:54]([OH:5])=[O:55])[CH:47]=[CH:46]2)[C:38]([O:40][CH2:41][CH3:42])=[O:39])([CH3:33])([CH3:34])[CH3:35].